From a dataset of Catalyst prediction with 721,799 reactions and 888 catalyst types from USPTO. Predict which catalyst facilitates the given reaction. (1) Reactant: [Br:1][C:2]1[CH:10]=[C:9]2[C:5]([C:6]([CH:17]=O)=[N:7][N:8]2[CH:11]2[CH2:16][CH2:15][CH2:14][CH2:13][O:12]2)=[CH:4][CH:3]=1.C([N:21](CC)CC)C.Cl.NO.C(OC(C(F)(F)F)=O)(C(F)(F)F)=O. Product: [Br:1][C:2]1[CH:10]=[C:9]2[C:5]([C:6]([C:17]#[N:21])=[N:7][N:8]2[CH:11]2[CH2:16][CH2:15][CH2:14][CH2:13][O:12]2)=[CH:4][CH:3]=1. The catalyst class is: 144. (2) Reactant: [CH3:1][C:2]([C:6]1([OH:11])[CH2:10][CH2:9][NH:8][CH2:7]1)([CH3:5])[CH2:3][CH3:4].[Cl:12][C:13]1[CH:18]=[CH:17][C:16]([C:19]2([C:22](O)=[O:23])[CH2:21][CH2:20]2)=[CH:15][CH:14]=1.F[P-](F)(F)(F)(F)F.N1(O[P+](N(C)C)(N(C)C)N(C)C)C2C=CC=CC=2N=N1.C(N(CC)C(C)C)(C)C. Product: [Cl:12][C:13]1[CH:14]=[CH:15][C:16]([C:19]2([C:22]([N:8]3[CH2:9][CH2:10][C:6]([C:2]([CH3:1])([CH3:5])[CH2:3][CH3:4])([OH:11])[CH2:7]3)=[O:23])[CH2:20][CH2:21]2)=[CH:17][CH:18]=1. The catalyst class is: 3.